This data is from Reaction yield outcomes from USPTO patents with 853,638 reactions. The task is: Predict the reaction yield, written as a fraction of the theoretical maximum amount of product (1.0 means a 100% yield; for example, 0.34 means a 34% yield). The reactants are [NH2:1][C:2]1[CH:7]=[N:6][CH:5]=[CH:4][N:3]=1.CC(C)([O-])C.[K+].[Cl:14][C:15]1[C:20]([N+:21]([O-:23])=[O:22])=[C:19](Cl)[CH:18]=[C:17]([CH3:25])[N:16]=1.[NH4+].[Cl-]. The catalyst is CS(C)=O. The product is [Cl:14][C:15]1[C:20]([N+:21]([O-:23])=[O:22])=[C:19]([NH:1][C:2]2[CH:7]=[N:6][CH:5]=[CH:4][N:3]=2)[CH:18]=[C:17]([CH3:25])[N:16]=1. The yield is 0.230.